Dataset: NCI-60 drug combinations with 297,098 pairs across 59 cell lines. Task: Regression. Given two drug SMILES strings and cell line genomic features, predict the synergy score measuring deviation from expected non-interaction effect. Drug 1: CC12CCC3C(C1CCC2O)C(CC4=C3C=CC(=C4)O)CCCCCCCCCS(=O)CCCC(C(F)(F)F)(F)F. Drug 2: C1CCC(C(C1)N)N.C(=O)(C(=O)[O-])[O-].[Pt+4]. Cell line: SK-OV-3. Synergy scores: CSS=2.77, Synergy_ZIP=-4.04, Synergy_Bliss=-6.56, Synergy_Loewe=-1.25, Synergy_HSA=-1.95.